Dataset: Peptide-MHC class I binding affinity with 185,985 pairs from IEDB/IMGT. Task: Regression. Given a peptide amino acid sequence and an MHC pseudo amino acid sequence, predict their binding affinity value. This is MHC class I binding data. (1) The peptide sequence is VLPQGWKGSPA. The MHC is Mamu-A01 with pseudo-sequence Mamu-A01. The binding affinity (normalized) is 0. (2) The peptide sequence is VPAQNAIST. The MHC is HLA-A30:01 with pseudo-sequence HLA-A30:01. The binding affinity (normalized) is 0.0847.